The task is: Regression. Given a peptide amino acid sequence and an MHC pseudo amino acid sequence, predict their binding affinity value. This is MHC class I binding data.. This data is from Peptide-MHC class I binding affinity with 185,985 pairs from IEDB/IMGT. (1) The peptide sequence is SSDDIPPRW. The MHC is HLA-B40:01 with pseudo-sequence HLA-B40:01. The binding affinity (normalized) is 0.0847. (2) The peptide sequence is RSNNKFTLK. The MHC is HLA-A30:01 with pseudo-sequence HLA-A30:01. The binding affinity (normalized) is 0.826. (3) The MHC is HLA-B15:01 with pseudo-sequence HLA-B15:01. The peptide sequence is DEIAFGLKL. The binding affinity (normalized) is 0.0847.